Dataset: Reaction yield outcomes from USPTO patents with 853,638 reactions. Task: Predict the reaction yield, written as a fraction of the theoretical maximum amount of product (1.0 means a 100% yield; for example, 0.34 means a 34% yield). (1) The reactants are [Br:1][CH2:2][CH2:3][CH2:4][CH2:5][CH2:6][CH2:7][CH2:8][CH2:9][CH:10]=[O:11].[CH2:12](O)[CH2:13][OH:14].C1(C)C=CC(S(O)(=O)=O)=CC=1. The catalyst is C1(C)C=CC=CC=1. The product is [Br:1][CH2:2][CH2:3][CH2:4][CH2:5][CH2:6][CH2:7][CH2:8][CH2:9][CH:10]1[O:14][CH2:13][CH2:12][O:11]1. The yield is 0.790. (2) The reactants are CC(C1C=C(C(C)C)C=C(C(C)C)C=1S(O[CH:20]([C:22]1([OH:45])[CH2:25][N:24]([C:26]([C:28]2[CH:33]=[CH:32][C:31]([F:34])=[C:30]([F:35])[C:29]=2[NH:36][C:37]2[CH:42]=[CH:41][C:40]([I:43])=[CH:39][C:38]=2[F:44])=[O:27])[CH2:23]1)[CH3:21])(=O)=O)C.[H-].[Na+].C(OCC)(=O)C. The catalyst is O1CCCC1. The product is [F:35][C:30]1[C:31]([F:34])=[CH:32][CH:33]=[C:28]([C:26]([N:24]2[CH2:25][C:22]3([O:45][CH:20]3[CH3:21])[CH2:23]2)=[O:27])[C:29]=1[NH:36][C:37]1[CH:42]=[CH:41][C:40]([I:43])=[CH:39][C:38]=1[F:44]. The yield is 0.990. (3) The reactants are [C:1](Cl)(Cl)=[O:2].[NH2:5][C:6]1[CH:11]=[CH:10][CH:9]=[C:8]([Cl:12])[N:7]=1.C(N(CC)C(C)C)(C)C.[C:22]([OH:26])([CH3:25])([CH3:24])[CH3:23].[OH-].[Na+]. The catalyst is O.C(OCC)(=O)C. The product is [C:22]([O:26][C:1](=[O:2])[NH:5][C:6]1[CH:11]=[CH:10][CH:9]=[C:8]([Cl:12])[N:7]=1)([CH3:25])([CH3:24])[CH3:23]. The yield is 0.930. (4) The reactants are [CH:1]1([N:7]([CH3:19])[C:8](=[O:18])[C:9]2[CH:14]=[CH:13][CH:12]=[CH:11][C:10]=2[N+:15]([O-])=O)[CH2:6][CH2:5][CH2:4][CH2:3][CH2:2]1. The catalyst is CO.[Ni]. The product is [NH2:15][C:10]1[CH:11]=[CH:12][CH:13]=[CH:14][C:9]=1[C:8]([N:7]([CH:1]1[CH2:6][CH2:5][CH2:4][CH2:3][CH2:2]1)[CH3:19])=[O:18]. The yield is 0.960. (5) The reactants are CC(C)([O-])C.[K+].[N+:7]([CH3:10])([O-:9])=[O:8].[Br:11][C:12]1[CH:26]=[CH:25][C:15]([C:16](OC2C=CC=CC=2)=[O:17])=[CH:14][CH:13]=1.Cl. The catalyst is CS(C)=O. The product is [Br:11][C:12]1[CH:26]=[CH:25][C:15]([C:16](=[O:17])[CH2:10][N+:7]([O-:9])=[O:8])=[CH:14][CH:13]=1. The yield is 1.42. (6) The reactants are CS(O[CH2:6][C:7]1[N:12]=[C:11]([C:13]([O:15][CH3:16])=[O:14])[CH:10]=[CH:9][CH:8]=1)(=O)=O.[F:17][C:18]1[CH:25]=[CH:24][C:21]([CH2:22][NH2:23])=[CH:20][CH:19]=1.C([O-])([O-])=O.[Cs+].[Cs+]. The catalyst is CC#N. The product is [F:17][C:18]1[CH:25]=[CH:24][C:21]([CH2:22][NH:23][CH2:6][C:7]2[N:12]=[C:11]([C:13]([O:15][CH3:16])=[O:14])[CH:10]=[CH:9][CH:8]=2)=[CH:20][CH:19]=1. The yield is 0.310. (7) The reactants are [F:1][C:2]1[C:3]([C:17]2[S:21][C:20]3[C:22]([C:26]4[CH:31]=[CH:30][N:29]=[CH:28][C:27]=4[NH:32]C(=O)C(C)(C)C)=[CH:23][CH:24]=[CH:25][C:19]=3[CH:18]=2)=[N:4][C:5]([NH:8][CH2:9][CH2:10][N:11]2[CH2:15][CH2:14][NH:13][C:12]2=[O:16])=[N:6][CH:7]=1.OS(O)(=O)=O. The catalyst is O. The product is [NH2:32][C:27]1[CH:28]=[N:29][CH:30]=[CH:31][C:26]=1[C:22]1[C:20]2[S:21][C:17]([C:3]3[C:2]([F:1])=[CH:7][N:6]=[C:5]([NH:8][CH2:9][CH2:10][N:11]4[CH2:15][CH2:14][NH:13][C:12]4=[O:16])[N:4]=3)=[CH:18][C:19]=2[CH:25]=[CH:24][CH:23]=1. The yield is 0.480.